This data is from Full USPTO retrosynthesis dataset with 1.9M reactions from patents (1976-2016). The task is: Predict the reactants needed to synthesize the given product. (1) Given the product [Cl:1][C:2]1[C:19]([Cl:20])=[CH:18][C:5]2[NH:6][C:7]([C:9]3([C:14]([F:17])([F:15])[F:16])[CH2:13][CH2:12][CH2:11][O:10]3)=[N:8][C:4]=2[CH:3]=1, predict the reactants needed to synthesize it. The reactants are: [Cl:1][C:2]1[C:19]([Cl:20])=[CH:18][C:5]2[NH:6][C:7]([C:9]3([C:14]([F:17])([F:16])[F:15])[CH:13]=[CH:12][CH2:11][O:10]3)=[N:8][C:4]=2[CH:3]=1. (2) Given the product [C:22]([C:13]1[C:14]([O:16][C@H:17]([CH3:21])[CH2:18][O:19][CH3:20])=[CH:15][C:10]([NH:9][C:8]([N:36]2[C:37]3[C:38](=[CH:43][C:44]([CH2:52][N:53]4[CH2:54][CH2:54][N:53]([CH3:55])[CH2:52][C:55]4=[O:56])=[C:45]([CH:47]=[O:50])[N:46]=3)[CH2:39][CH2:40][CH2:41]2)=[O:24])=[N:11][CH:12]=1)#[N:23], predict the reactants needed to synthesize it. The reactants are: C1(O[C:8](=[O:24])[NH:9][C:10]2[CH:15]=[C:14]([O:16][C@H:17]([CH3:21])[CH2:18][O:19][CH3:20])[C:13]([C:22]#[N:23])=[CH:12][N:11]=2)C=CC=CC=1.C(C1C=CC(NC([N:36]2C[CH2:41][CH2:40][CH2:39][C:38]3[CH:43]=[CH:44][C:45]([CH:47]([O:50]C)OC)=[N:46][C:37]2=3)=O)=NC=1)#N.[CH3:52][N:53]([CH:55]=[O:56])[CH3:54]. (3) Given the product [CH3:19][O:18][C:16]1[CH:15]=[C:14]([C:20]2[C:25]([C:26]3[C:31]([F:32])=[CH:30][C:29]([O:6][CH2:5][CH2:4][CH2:3][N:2]([CH3:7])[CH3:1])=[CH:28][C:27]=3[F:34])=[C:24]([CH3:35])[N:23]=[N:22][C:21]=2[C:36]2[CH:41]=[CH:40][CH:39]=[CH:38][C:37]=2[F:42])[CH:13]=[C:12]([O:11][CH3:10])[CH:17]=1, predict the reactants needed to synthesize it. The reactants are: [CH3:1][N:2]([CH3:7])[CH2:3][CH2:4][CH2:5][OH:6].[H-].[Na+].[CH3:10][O:11][C:12]1[CH:13]=[C:14]([C:20]2[C:25]([C:26]3[C:31]([F:32])=[CH:30][C:29](F)=[CH:28][C:27]=3[F:34])=[C:24]([CH3:35])[N:23]=[N:22][C:21]=2[C:36]2[CH:41]=[CH:40][CH:39]=[CH:38][C:37]=2[F:42])[CH:15]=[C:16]([O:18][CH3:19])[CH:17]=1. (4) Given the product [NH2:1][C:2]1[C:3]2[C:10]([C:44]3[S:43][CH:47]=[CH:46][CH:45]=3)=[CH:9][N:8]([C@@H:12]3[O:16][CH:15]([CH2:17][OH:18])[CH:14]([OH:19])[C@:13]3([F:21])[CH3:20])[C:4]=2[N:5]=[CH:6][N:7]=1, predict the reactants needed to synthesize it. The reactants are: [NH2:1][C:2]1[C:3]2[C:10](I)=[CH:9][N:8]([C@@H:12]3[O:16][CH:15]([CH2:17][OH:18])[CH:14]([OH:19])[C@:13]3([F:21])[CH3:20])[C:4]=2[N:5]=[CH:6][N:7]=1.NC1C2C(I)=CN([C@@H]3O[C@H](CO)[C@@H](O)[C@]3(F)C)C=2N=CN=1.[S:43]1[CH:47]=[CH:46][CH:45]=[C:44]1B(O)O.CC([O-])=O.[K+]. (5) Given the product [N:21]1[CH:22]=[CH:23][CH:24]=[N:25][C:20]=1[C:17]1[CH:18]=[CH:19][C:14]([O:13][CH2:12][C:11]([NH:10][C:9]2[C:5]([C:3]([OH:4])=[O:2])=[CH:6][S:7][CH:8]=2)=[O:26])=[CH:15][CH:16]=1, predict the reactants needed to synthesize it. The reactants are: C[O:2][C:3]([C:5]1[C:9]([NH:10][C:11](=[O:26])[CH2:12][O:13][C:14]2[CH:19]=[CH:18][C:17]([C:20]3[N:25]=[CH:24][CH:23]=[CH:22][N:21]=3)=[CH:16][CH:15]=2)=[CH:8][S:7][CH:6]=1)=[O:4].C1COCC1.O.[OH-].[Li+]. (6) Given the product [Br:25][C:20]1[N:19]=[C:18]([C@:9]([NH:11][S@@:12]([C:14]([CH3:16])([CH3:15])[CH3:17])=[O:13])([CH3:10])[C:8]([F:26])([F:27])[C:33]([OH:32])([CH3:29])[CH3:1])[C:23]([F:24])=[CH:22][CH:21]=1, predict the reactants needed to synthesize it. The reactants are: [CH3:1][Mg]Cl.C(OC(=O)[C:8]([F:27])([F:26])[C@@:9]([C:18]1[C:23]([F:24])=[CH:22][CH:21]=[C:20]([Br:25])[N:19]=1)([NH:11][S@@:12]([C:14]([CH3:17])([CH3:16])[CH3:15])=[O:13])[CH3:10])C.[CH2:29]1[CH2:33][O:32]CC1. (7) Given the product [CH3:11][C:7]1[N:6]=[C:5]([C:3]2[N:4]=[C:18]([C:17]3[CH:20]=[CH:21][CH:22]=[C:15]([N+:12]([O-:14])=[O:13])[CH:16]=3)[NH:1][N:2]=2)[CH:10]=[CH:9][CH:8]=1, predict the reactants needed to synthesize it. The reactants are: [NH2:1][NH:2][C:3]([C:5]1[CH:10]=[CH:9][CH:8]=[C:7]([CH3:11])[N:6]=1)=[NH:4].[N+:12]([C:15]1[CH:16]=[C:17]([CH:20]=[CH:21][CH:22]=1)[CH:18]=O)([O-:14])=[O:13].